Dataset: Reaction yield outcomes from USPTO patents with 853,638 reactions. Task: Predict the reaction yield, written as a fraction of the theoretical maximum amount of product (1.0 means a 100% yield; for example, 0.34 means a 34% yield). (1) The reactants are [Cl:1][C:2]1[CH:3]=[C:4]([C:9]([C:21]([F:24])([F:23])[F:22])=[CH:10][C:11]([C:13]2[CH:18]=[CH:17][C:16]([S:19][CH3:20])=[CH:15][CH:14]=2)=O)[CH:5]=[C:6]([Cl:8])[CH:7]=1.[OH-:25].[Na+].Cl.[NH2:28]O.Cl. The catalyst is C1(C)C=CC=CC=1.O.CN1CCCC1=O. The product is [Cl:1][C:2]1[CH:3]=[C:4]([C:9]2([C:21]([F:24])([F:23])[F:22])[O:25][N:28]=[C:11]([C:13]3[CH:18]=[CH:17][C:16]([S:19][CH3:20])=[CH:15][CH:14]=3)[CH2:10]2)[CH:5]=[C:6]([Cl:8])[CH:7]=1. The yield is 0.813. (2) The reactants are [CH3:1][C:2]1[N:3]([CH2:29][C:30]([O:32]CC)=[O:31])[C:4]2[CH2:5][C:6]([CH3:28])([CH3:27])[CH2:7][C:8](=[O:26])[C:9]=2[C:10]=1[S:11][C:12]1[CH:17]=[CH:16][C:15]([S:18]([N:21]2[CH2:25][CH2:24][CH2:23][CH2:22]2)(=[O:20])=[O:19])=[CH:14][CH:13]=1.[OH-].[Na+]. The catalyst is C1COCC1.O. The product is [CH3:1][C:2]1[N:3]([CH2:29][C:30]([OH:32])=[O:31])[C:4]2[CH2:5][C:6]([CH3:28])([CH3:27])[CH2:7][C:8](=[O:26])[C:9]=2[C:10]=1[S:11][C:12]1[CH:13]=[CH:14][C:15]([S:18]([N:21]2[CH2:22][CH2:23][CH2:24][CH2:25]2)(=[O:19])=[O:20])=[CH:16][CH:17]=1. The yield is 0.640. (3) The reactants are [C:1]([O:5][C:6]([N:8]1[CH2:13][CH:12]=[C:11]([C:14]2[N:19]=[CH:18][C:17]([C:20]([O:22][CH3:23])=[O:21])=[CH:16][N:15]=2)[CH2:10][CH2:9]1)=[O:7])([CH3:4])([CH3:3])[CH3:2]. The catalyst is C(O)C.C(OCC)(=O)C.[Pd]. The product is [C:1]([O:5][C:6]([N:8]1[CH2:13][CH2:12][CH:11]([C:14]2[N:19]=[CH:18][C:17]([C:20]([O:22][CH3:23])=[O:21])=[CH:16][N:15]=2)[CH2:10][CH2:9]1)=[O:7])([CH3:4])([CH3:3])[CH3:2]. The yield is 1.00. (4) The reactants are [I:1][C:2]1[CH:10]=[CH:9][C:8]([S:11]([CH3:14])(=[O:13])=[O:12])=[CH:7][C:3]=1[C:4]([OH:6])=O.CN(C(ON1N=NC2C=CC=CC1=2)=[N+](C)C)C.[B-](F)(F)(F)F.C(N(C(C)C)C(C)C)C.[N:46]1([C:52]2[CH:59]=[CH:58][C:55]([C:56]#[N:57])=[CH:54][CH:53]=2)[CH2:51][CH2:50][NH:49][CH2:48][CH2:47]1. The catalyst is CN(C)C=O. The product is [I:1][C:2]1[CH:10]=[CH:9][C:8]([S:11]([CH3:14])(=[O:13])=[O:12])=[CH:7][C:3]=1[C:4]([N:49]1[CH2:48][CH2:47][N:46]([C:52]2[CH:53]=[CH:54][C:55]([C:56]#[N:57])=[CH:58][CH:59]=2)[CH2:51][CH2:50]1)=[O:6]. The yield is 0.870. (5) The product is [Cl:12][C:10]1[CH:11]=[C:6]([O:2][CH3:1])[CH:7]=[C:8]([CH3:17])[C:9]=1[N+:13]([O-:15])=[O:14]. No catalyst specified. The yield is 1.00. The reactants are [CH3:1][O-:2].[Na+].[Na].F[C:6]1[CH:11]=[C:10]([Cl:12])[C:9]([N+:13]([O-:15])=[O:14])=[CH:8][C:7]=1C.[CH3:17]O.